Dataset: Forward reaction prediction with 1.9M reactions from USPTO patents (1976-2016). Task: Predict the product of the given reaction. (1) Given the reactants [Cl:1][C:2]1[N:3]=[C:4]([C:9]([NH:11][C@H:12]2[CH2:17][CH2:16][N:15]([C:18]3[S:19][C:20]([C:25]([O:27][CH2:28][CH3:29])=[O:26])=[C:21]([CH:23]=O)[N:22]=3)[CH2:14][C@H:13]2[O:30][CH3:31])=[O:10])[NH:5][C:6]=1[CH2:7][CH3:8].Cl.[CH3:33][O:34][NH2:35], predict the reaction product. The product is: [Cl:1][C:2]1[N:3]=[C:4]([C:9]([NH:11][C@H:12]2[CH2:17][CH2:16][N:15]([C:18]3[S:19][C:20]([C:25]([O:27][CH2:28][CH3:29])=[O:26])=[C:21]([CH:23]=[N:35][O:34][CH3:33])[N:22]=3)[CH2:14][C@H:13]2[O:30][CH3:31])=[O:10])[NH:5][C:6]=1[CH2:7][CH3:8]. (2) Given the reactants [NH2:1][C@:2]([CH3:12])([CH2:5][CH2:6][C:7]1[O:8][CH:9]=[CH:10][CH:11]=1)[CH2:3][OH:4].[C:13](OC(OC(C)(C)C)=O)(OC(C)(C)C)=[O:14].C(N(CC)CC)C, predict the reaction product. The product is: [CH3:12][C@@:2]1([CH2:5][CH2:6][C:7]2[O:8][CH:9]=[CH:10][CH:11]=2)[CH2:3][O:4][C:13](=[O:14])[NH:1]1. (3) Given the reactants [Cl:1][C:2]1[C:7]([NH:8][NH2:9])=[N:6][CH:5]=[CH:4][N:3]=1.CC(O)=O.[N:14]([O-])=O.[Na+], predict the reaction product. The product is: [Cl:1][C:2]1[C:7]2[N:6]([N:14]=[N:9][N:8]=2)[CH:5]=[CH:4][N:3]=1. (4) The product is: [C:54]([C:51]1[CH:52]=[C:53]2[C:48](=[CH:49][CH:50]=1)[NH:47][CH:46]=[C:45]2[CH2:44][CH2:43][CH2:42][N:11]1[CH2:10][CH2:9][N:8]([C:7]2[CH:6]=[CH:5][C:4]([N:14]3[CH:23]=[CH:22][C:21]4[N:20]=[C:19]([O:24][CH2:25][C:26]([O:28][CH3:29])=[O:27])[CH:18]=[CH:17][C:16]=4[C:15]3=[O:30])=[CH:3][C:2]=2[F:1])[CH2:13][CH2:12]1)#[N:55]. Given the reactants [F:1][C:2]1[CH:3]=[C:4]([N:14]2[CH:23]=[CH:22][C:21]3[N:20]=[C:19]([O:24][CH2:25][C:26]([O:28][CH3:29])=[O:27])[CH:18]=[CH:17][C:16]=3[C:15]2=[O:30])[CH:5]=[CH:6][C:7]=1[N:8]1[CH2:13][CH2:12][NH:11][CH2:10][CH2:9]1.CC1C=CC(S(O[CH2:42][CH2:43][CH2:44][C:45]2[C:53]3[C:48](=[CH:49][CH:50]=[C:51]([C:54]#[N:55])[CH:52]=3)[NH:47][CH:46]=2)(=O)=O)=CC=1.C(=O)([O-])[O-].[K+].[K+].[I-].[K+], predict the reaction product. (5) Given the reactants [F:1][C:2]1[CH:3]=[CH:4][C:5]([CH3:19])=[C:6]([C:8]2[CH:17]=[C:16]3[C:11]([CH:12]=[C:13]([NH2:18])[N:14]=[CH:15]3)=[CH:10][CH:9]=2)[CH:7]=1.[F:20][B-](F)(F)F.F[B-](F)(F)F.ClC[N+]12CC[N+](F)(CC1)CC2, predict the reaction product. The product is: [F:20][C:12]1[C:11]2[C:16](=[CH:17][C:8]([C:6]3[CH:7]=[C:2]([F:1])[CH:3]=[CH:4][C:5]=3[CH3:19])=[CH:9][CH:10]=2)[CH:15]=[N:14][C:13]=1[NH2:18]. (6) Given the reactants [C:1]([CH2:3][C:4]([CH:6]1[CH2:11][CH2:10][N:9]([C:12]([O:14][C:15]([CH3:18])([CH3:17])[CH3:16])=[O:13])[CH2:8][CH2:7]1)=O)#[N:2].O.[NH2:20][NH2:21], predict the reaction product. The product is: [NH2:2][C:1]1[NH:21][N:20]=[C:4]([CH:6]2[CH2:11][CH2:10][N:9]([C:12]([O:14][C:15]([CH3:18])([CH3:17])[CH3:16])=[O:13])[CH2:8][CH2:7]2)[CH:3]=1. (7) Given the reactants [Cl:1][C:2]1[CH:7]=[CH:6][CH:5]=[CH:4][C:3]=1[S:8]([N:11]1[CH2:16][CH2:15][N:14]([C:17]2([C:21]([O:23][CH2:24][CH3:25])=[O:22])[CH2:20][CH2:19]C2)[CH2:13][CH2:12]1)(=[O:10])=[O:9].[H-].[Al+3].[Li+].[H-].[H-].[H-], predict the reaction product. The product is: [Cl:1][C:2]1[CH:7]=[CH:6][CH:5]=[CH:4][C:3]=1[S:8]([N:11]1[CH2:16][CH2:15][N:14]([C:17]2([C:21]([O:23][CH2:24][CH3:25])=[O:22])[CH2:20][CH2:19]2)[CH2:13][CH2:12]1)(=[O:9])=[O:10]. (8) Given the reactants Cl[C:2]1[C:11]2[C:6](=[C:7]([C:12]([O:14][CH3:15])=[O:13])[CH:8]=[CH:9][CH:10]=2)[N:5]=[CH:4][N:3]=1.CCN(C(C)C)C(C)C.[NH2:25][C@H:26]1[C@H:30]([C:31]2[CH:36]=[CH:35][CH:34]=[C:33]([F:37])[CH:32]=2)[CH2:29][N:28]([C:38]([O:40][C:41]([CH3:44])([CH3:43])[CH3:42])=[O:39])[CH2:27]1.N, predict the reaction product. The product is: [C:41]([O:40][C:38]([N:28]1[CH2:29][CH:30]([C:31]2[CH:36]=[CH:35][CH:34]=[C:33]([F:37])[CH:32]=2)[CH:26]([NH:25][C:2]2[C:11]3[C:6](=[C:7]([C:12]([O:14][CH3:15])=[O:13])[CH:8]=[CH:9][CH:10]=3)[N:5]=[CH:4][N:3]=2)[CH2:27]1)=[O:39])([CH3:44])([CH3:42])[CH3:43]. (9) The product is: [N:1]1([C:6]2[CH:7]=[CH:8][C:9]([C:10]([O:12][CH2:20][CH3:21])=[O:11])=[CH:13][CH:14]=2)[CH:5]=[CH:4][CH:3]=[N:2]1. Given the reactants [N:1]1([C:6]2[CH:14]=[CH:13][C:9]([C:10]([OH:12])=[O:11])=[CH:8][CH:7]=2)[CH:5]=[CH:4][CH:3]=[N:2]1.S(=O)(=O)(O)O.[CH3:20][CH2:21]O, predict the reaction product. (10) Given the reactants [H-].[Na+].[C:3]1([SH:9])[CH:8]=[CH:7][CH:6]=[CH:5][CH:4]=1.Cl[CH:11]([CH2:16][C:17]1[CH:39]=[CH:38][C:20]2[C:21]([CH2:24][CH2:25][C:26]3[N:27]=[C:28]([C:32]4[CH:37]=[CH:36][CH:35]=[CH:34][CH:33]=4)[O:29][C:30]=3[CH3:31])=[N:22][O:23][C:19]=2[CH:18]=1)[C:12]([O:14][CH3:15])=[O:13].O, predict the reaction product. The product is: [C:3]1([S:9][CH:11]([CH2:16][C:17]2[CH:39]=[CH:38][C:20]3[C:21]([CH2:24][CH2:25][C:26]4[N:27]=[C:28]([C:32]5[CH:33]=[CH:34][CH:35]=[CH:36][CH:37]=5)[O:29][C:30]=4[CH3:31])=[N:22][O:23][C:19]=3[CH:18]=2)[C:12]([O:14][CH3:15])=[O:13])[CH:8]=[CH:7][CH:6]=[CH:5][CH:4]=1.